This data is from Reaction yield outcomes from USPTO patents with 853,638 reactions. The task is: Predict the reaction yield, written as a fraction of the theoretical maximum amount of product (1.0 means a 100% yield; for example, 0.34 means a 34% yield). (1) The reactants are [C:1]1([CH2:7][O:8][C:9](=[O:34])[N:10]([CH2:12][C:13]2[CH:18]=[CH:17][C:16]([C:19]3[CH:20]=[C:21]4[C:26](=[CH:27][CH:28]=3)[N:25]([C:29](=[O:31])[CH3:30])[C@@H:24]([CH3:32])[CH2:23][C@H:22]4[NH2:33])=[CH:15][CH:14]=2)[CH3:11])[CH:6]=[CH:5][CH:4]=[CH:3][CH:2]=1.CC(C)([O-])C.[Na+].C1C=CC(P(C2C(C3C(P(C4C=CC=CC=4)C4C=CC=CC=4)=CC=C4C=3C=CC=C4)=C3C(C=CC=C3)=CC=2)C2C=CC=CC=2)=CC=1.Cl[C:88]1[CH:93]=[CH:92][C:91]([F:94])=[CH:90][N:89]=1. The catalyst is C1C=CC(/C=C/C(/C=C/C2C=CC=CC=2)=O)=CC=1.C1C=CC(/C=C/C(/C=C/C2C=CC=CC=2)=O)=CC=1.C1C=CC(/C=C/C(/C=C/C2C=CC=CC=2)=O)=CC=1.[Pd].[Pd].C1(C)C=CC=CC=1. The product is [C:1]1([CH2:7][O:8][C:9](=[O:34])[N:10]([CH2:12][C:13]2[CH:14]=[CH:15][C:16]([C:19]3[CH:20]=[C:21]4[C:26](=[CH:27][CH:28]=3)[N:25]([C:29](=[O:31])[CH3:30])[C@@H:24]([CH3:32])[CH2:23][C@H:22]4[NH:33][C:88]3[CH:93]=[CH:92][C:91]([F:94])=[CH:90][N:89]=3)=[CH:17][CH:18]=2)[CH3:11])[CH:6]=[CH:5][CH:4]=[CH:3][CH:2]=1. The yield is 0.350. (2) The reactants are [I:1][C:2]1[CH:7]=[CH:6][N:5]=[C:4]([NH:8][NH:9][C:10](=[O:16])[C:11]([O:13]CC)=[O:12])[CH:3]=1.[OH-].[Li+].Cl. The catalyst is O1CCCC1.O. The product is [I:1][C:2]1[CH:7]=[CH:6][N:5]=[C:4]([NH:8][NH:9][C:10](=[O:16])[C:11]([OH:13])=[O:12])[CH:3]=1. The yield is 0.940. (3) The reactants are [CH2:1]([NH:8][C:9]1([C:12]2[CH:17]=[CH:16][C:15]([C:18]#[CH:19])=[CH:14][CH:13]=2)[CH2:11][CH2:10]1)[C:2]1[CH:7]=[CH:6][CH:5]=[CH:4][CH:3]=1.[CH2:20]([O:22][C:23](=[O:31])[C:24]1[CH:29]=[CH:28][C:27](I)=[CH:26][CH:25]=1)[CH3:21]. The catalyst is C(N(CC)CC)C.[Cu]I.Cl[Pd](Cl)([P](C1C=CC=CC=1)(C1C=CC=CC=1)C1C=CC=CC=1)[P](C1C=CC=CC=1)(C1C=CC=CC=1)C1C=CC=CC=1. The product is [CH2:1]([NH:8][C:9]1([C:12]2[CH:13]=[CH:14][C:15]([C:18]#[C:19][C:27]3[CH:28]=[CH:29][C:24]([C:23]([O:22][CH2:20][CH3:21])=[O:31])=[CH:25][CH:26]=3)=[CH:16][CH:17]=2)[CH2:11][CH2:10]1)[C:2]1[CH:3]=[CH:4][CH:5]=[CH:6][CH:7]=1. The yield is 0.900. (4) The reactants are Br[C:2]1[CH:3]=[CH:4][C:5]2[C:6]3[CH2:15][N:14]([C:16]([O:18][C:19]([CH3:22])([CH3:21])[CH3:20])=[O:17])[CH:13]([CH3:23])[CH2:12][C:7]=3[N:8]([CH3:11])[C:9]=2[CH:10]=1.[F:24][C:25]1[CH:39]=[CH:38][C:28]([CH2:29][CH2:30][N:31]2[CH2:36][CH2:35][NH:34][C:33](=[O:37])[CH2:32]2)=[CH:27][CH:26]=1. No catalyst specified. The product is [F:24][C:25]1[CH:26]=[CH:27][C:28]([CH2:29][CH2:30][N:31]2[CH2:36][CH2:35][N:34]([C:2]3[CH:3]=[CH:4][C:5]4[C:6]5[CH2:15][N:14]([C:16]([O:18][C:19]([CH3:22])([CH3:21])[CH3:20])=[O:17])[CH:13]([CH3:23])[CH2:12][C:7]=5[N:8]([CH3:11])[C:9]=4[CH:10]=3)[C:33](=[O:37])[CH2:32]2)=[CH:38][CH:39]=1. The yield is 0.670. (5) The reactants are Cl[S:2]([C:5]1[CH:6]=[C:7]2[C:11](=[CH:12][CH:13]=1)[NH:10][C:9](=[O:14])[CH2:8]2)(=[O:4])=[O:3].[OH-].[NH4+:16]. The catalyst is C(O)C. The yield is 0.200. The product is [NH2:16][S:2]([C:5]1[CH:6]=[C:7]2[C:11](=[CH:12][CH:13]=1)[NH:10][C:9](=[O:14])[CH2:8]2)(=[O:4])=[O:3]. (6) The reactants are [C:1]1([CH:7]([NH:26][C:27]([O:29][C@@H:30]2[CH:35]3[CH2:36][CH2:37][N:32]([CH2:33][CH2:34]3)[CH2:31]2)=[O:28])[C:8]2[CH:9]=[C:10]([CH:23]=[CH:24][CH:25]=2)[O:11][CH2:12][C:13]2[CH:22]=[CH:21][C:16]([C:17]([O:19]C)=[O:18])=[CH:15][CH:14]=2)[CH:6]=[CH:5][CH:4]=[CH:3][CH:2]=1.[OH-].[Li+].Cl. The catalyst is C1COCC1. The product is [C:1]1([CH:7]([NH:26][C:27]([O:29][C@@H:30]2[CH:35]3[CH2:36][CH2:37][N:32]([CH2:33][CH2:34]3)[CH2:31]2)=[O:28])[C:8]2[CH:9]=[C:10]([CH:23]=[CH:24][CH:25]=2)[O:11][CH2:12][C:13]2[CH:14]=[CH:15][C:16]([C:17]([OH:19])=[O:18])=[CH:21][CH:22]=2)[CH:6]=[CH:5][CH:4]=[CH:3][CH:2]=1. The yield is 0.840.